Dataset: Reaction yield outcomes from USPTO patents with 853,638 reactions. Task: Predict the reaction yield, written as a fraction of the theoretical maximum amount of product (1.0 means a 100% yield; for example, 0.34 means a 34% yield). (1) The reactants are Cl.[NH2:2][OH:3].CC(O)=O.[Cl:8][C:9]1[C:14]([CH:15]=O)=[C:13]([Cl:17])[N:12]=[C:11]([S:18][CH3:19])[N:10]=1. The catalyst is CCO. The product is [Cl:8][C:9]1[C:14]([CH:15]=[N:2][OH:3])=[C:13]([Cl:17])[N:12]=[C:11]([S:18][CH3:19])[N:10]=1. The yield is 0.800. (2) The reactants are [Br:1][C:2]1[C:10]([C:11]([C:13]2[CH:18]=[CH:17][C:16]([O:19][CH3:20])=[CH:15][CH:14]=2)=O)=[CH:9][C:8]([Br:21])=[C:7]2[C:3]=1[CH2:4][CH2:5][CH2:6]2.C([SiH](CC)CC)C.B(F)(F)F.CCOCC.C([O-])([O-])=O.[K+].[K+]. The catalyst is C(Cl)Cl.CC#N. The product is [Br:1][C:2]1[C:10]([CH2:11][C:13]2[CH:18]=[CH:17][C:16]([O:19][CH3:20])=[CH:15][CH:14]=2)=[CH:9][C:8]([Br:21])=[C:7]2[C:3]=1[CH2:4][CH2:5][CH2:6]2. The yield is 0.850.